From a dataset of Reaction yield outcomes from USPTO patents with 853,638 reactions. Predict the reaction yield, written as a fraction of the theoretical maximum amount of product (1.0 means a 100% yield; for example, 0.34 means a 34% yield). The product is [CH2:13]([C:12]1[S:11][C:10]([C:15]([O:17][CH3:18])=[O:16])=[CH:9][C:8]=1[C:7]1[N:6]([CH3:19])[N:5]=[CH:4][C:3]=1[CH2:1][CH3:2])[CH3:14]. The catalyst is CO.[Pd]. The yield is 0.950. The reactants are [CH:1]([C:3]1[CH:4]=[N:5][N:6]([CH3:19])[C:7]=1[C:8]1[CH:9]=[C:10]([C:15]([O:17][CH3:18])=[O:16])[S:11][C:12]=1[CH2:13][CH3:14])=[CH2:2].